Dataset: Reaction yield outcomes from USPTO patents with 853,638 reactions. Task: Predict the reaction yield, written as a fraction of the theoretical maximum amount of product (1.0 means a 100% yield; for example, 0.34 means a 34% yield). The reactants are [CH:1]1([CH2:4][OH:5])[CH2:3][CH2:2]1.[H-].[Na+].Cl[C:9]1[CH:18]=[N:17][C:16]2[C:15](=[O:19])[NH:14][CH:13]=[N:12][C:11]=2[CH:10]=1. The catalyst is ClCCl. The product is [CH:1]1([CH2:4][O:5][C:9]2[CH:18]=[N:17][C:16]3[C:15](=[O:19])[NH:14][CH:13]=[N:12][C:11]=3[CH:10]=2)[CH2:3][CH2:2]1. The yield is 0.221.